Dataset: Reaction yield outcomes from USPTO patents with 853,638 reactions. Task: Predict the reaction yield, written as a fraction of the theoretical maximum amount of product (1.0 means a 100% yield; for example, 0.34 means a 34% yield). (1) The reactants are Cl[CH:2]([C:7]1[O:8][C:9]2[CH:16]=[CH:15][C:14]([O:17][CH3:18])=[CH:13][C:10]=2[C:11]=1[CH3:12])[CH2:3][CH:4]([CH3:6])[CH3:5].[NH2:19][C:20]1[CH:25]=[CH:24][C:23]([C:26]([NH:28][CH2:29][CH2:30][C:31]([O:33][CH2:34][CH3:35])=[O:32])=[O:27])=[CH:22][CH:21]=1.[I-].[Na+].C(=O)([O-])[O-].[Na+].[Na+].Cl. The catalyst is CN(C)C=O. The product is [CH3:18][O:17][C:14]1[CH:15]=[CH:16][C:9]2[O:8][C:7]([CH:2]([NH:19][C:20]3[CH:21]=[CH:22][C:23]([C:26]([NH:28][CH2:29][CH2:30][C:31]([O:33][CH2:34][CH3:35])=[O:32])=[O:27])=[CH:24][CH:25]=3)[CH2:3][CH:4]([CH3:6])[CH3:5])=[C:11]([CH3:12])[C:10]=2[CH:13]=1. The yield is 0.400. (2) The reactants are C([O:3][C:4](=[O:33])[CH:5]([O:30][CH2:31][CH3:32])[CH2:6][C:7]1[CH:12]=[CH:11][CH:10]=[C:9]([O:13][CH2:14][CH2:15][C:16]2[CH:21]=[CH:20][C:19]([NH:22][C:23]([O:25][C:26]([CH3:29])([CH3:28])[CH3:27])=[O:24])=[CH:18][CH:17]=2)[CH:8]=1)C.O.[OH-].[Li+]. The catalyst is O1CCCC1.O. The product is [C:26]([O:25][C:23]([NH:22][C:19]1[CH:18]=[CH:17][C:16]([CH2:15][CH2:14][O:13][C:9]2[CH:8]=[C:7]([CH2:6][CH:5]([O:30][CH2:31][CH3:32])[C:4]([OH:33])=[O:3])[CH:12]=[CH:11][CH:10]=2)=[CH:21][CH:20]=1)=[O:24])([CH3:29])([CH3:28])[CH3:27]. The yield is 0.709. (3) The product is [Cl:1][C:2]1[C:3]2[O:12][CH2:13][CH:14]=[CH:15][C:4]=2[C:5]([C:6]([O:8][CH3:9])=[O:7])=[CH:10][CH:11]=1. The reactants are [Cl:1][C:2]1[CH:11]=[CH:10][C:5]([C:6]([O:8][CH3:9])=[O:7])=[CH:4][C:3]=1[O:12][CH2:13][C:14]#[CH:15].C(N(CC)C1C=CC=CC=1)C. The yield is 0.760. The catalyst is CCOCC. (4) The reactants are Br[C:2]1[CH:30]=[CH:29][C:5]2[N:6]([CH2:21][O:22][CH2:23][CH2:24][Si:25]([CH3:28])([CH3:27])[CH3:26])[C:7]([C@@H:9]3[CH2:13][CH2:12][CH2:11][N:10]3[C:14]([O:16][C:17]([CH3:20])([CH3:19])[CH3:18])=[O:15])=[N:8][C:4]=2[CH:3]=1.[C:31]([O:35][CH2:36][CH3:37])(=[O:34])[CH:32]=[CH2:33].F[B-](F)(F)F.C([PH+](C(C)(C)C)C(C)(C)C)(C)(C)C.C1(CNCC2CCCCC2)CCCCC1. The catalyst is C1COCC1.C1C=CC(/C=C/C(/C=C/C2C=CC=CC=2)=O)=CC=1.C1C=CC(/C=C/C(/C=C/C2C=CC=CC=2)=O)=CC=1.C1C=CC(/C=C/C(/C=C/C2C=CC=CC=2)=O)=CC=1.[Pd].[Pd]. The product is [CH2:36]([O:35][C:31](=[O:34])/[CH:32]=[CH:33]/[C:2]1[CH:30]=[CH:29][C:5]2[N:6]([CH2:21][O:22][CH2:23][CH2:24][Si:25]([CH3:26])([CH3:28])[CH3:27])[C:7]([C@@H:9]3[CH2:13][CH2:12][CH2:11][N:10]3[C:14]([O:16][C:17]([CH3:18])([CH3:20])[CH3:19])=[O:15])=[N:8][C:4]=2[CH:3]=1)[CH3:37]. The yield is 0.830. (5) The reactants are [CH3:1][O:2][C:3]1[C:4]([NH2:21])=[CH:5][C:6]2[CH:12]([CH3:13])[CH2:11][N:10]([C:14](=[O:19])[C:15]([F:18])([F:17])[F:16])[CH2:9][CH2:8][C:7]=2[N:20]=1.[CH:22](=O)[CH3:23]. The catalyst is CCO.[Pd]. The product is [CH2:22]([NH:21][C:4]1[C:3]([O:2][CH3:1])=[N:20][C:7]2[CH2:8][CH2:9][N:10]([C:14](=[O:19])[C:15]([F:18])([F:16])[F:17])[CH2:11][CH:12]([CH3:13])[C:6]=2[CH:5]=1)[CH3:23]. The yield is 0.560. (6) The yield is 0.350. The product is [OH:32][C:29]1[CH:28]=[CH:27][C:26]([C:9]2[S:8][C:7]3[CH:34]=[C:3]([OH:2])[CH:4]=[CH:5][C:6]=3[C:10]=2[O:11][C:12]2[CH:25]=[CH:24][C:15](/[CH:16]=[CH:17]/[C:18]3[N:22]([CH3:23])[N:21]=[N:20][N:19]=3)=[CH:14][CH:13]=2)=[CH:31][CH:30]=1. The catalyst is C(Cl)Cl. The reactants are C[O:2][C:3]1[CH:4]=[CH:5][C:6]2[C:10]([O:11][C:12]3[CH:25]=[CH:24][C:15](/[CH:16]=[CH:17]/[C:18]4[N:22]([CH3:23])[N:21]=[N:20][N:19]=4)=[CH:14][CH:13]=3)=[C:9]([C:26]3[CH:31]=[CH:30][C:29]([O:32]C)=[CH:28][CH:27]=3)[S:8][C:7]=2[CH:34]=1.B(Br)(Br)Br. (7) The reactants are [H-].[Na+].[Cl:3][C:4]1[CH:5]=[CH:6][C:7]([CH2:10][OH:11])=[N:8][CH:9]=1.[CH:12]([CH:15]1[C:20]2[N:21]=[CH:22][NH:23][C:19]=2[CH2:18][CH2:17][N:16]1[C:24](OCC(Cl)(Cl)Cl)=[O:25])([CH3:14])[CH3:13]. The catalyst is C1COCC1. The product is [CH:12]([CH:15]1[C:20]2[N:21]=[CH:22][NH:23][C:19]=2[CH2:18][CH2:17][N:16]1[C:24]([O:11][CH2:10][C:7]1[CH:6]=[CH:5][C:4]([Cl:3])=[CH:9][N:8]=1)=[O:25])([CH3:14])[CH3:13]. The yield is 0.0120. (8) The reactants are [Br:1][C:2]1[CH:3]=[N:4][CH:5]=[C:6]([CH2:8]Cl)[CH:7]=1.[C-:10]#[N:11].[K+]. The catalyst is CN(C=O)C. The product is [Br:1][C:2]1[CH:7]=[C:6]([CH2:8][C:10]#[N:11])[CH:5]=[N:4][CH:3]=1. The yield is 0.465. (9) The reactants are Br[C:2]1[CH:7]=[CH:6][C:5]([C:8](=[O:10])[CH3:9])=[CH:4][CH:3]=1.[C:11]1([C:17]#[CH:18])[CH:16]=[CH:15][CH:14]=[CH:13][CH:12]=1.C(N(CC)CC)C.[Cl-].[NH4+]. The catalyst is CCOCC. The product is [C:8]([C:5]1[CH:6]=[CH:7][C:2]([C:18]#[C:17][C:11]2[CH:16]=[CH:15][CH:14]=[CH:13][CH:12]=2)=[CH:3][CH:4]=1)(=[O:10])[CH3:9]. The yield is 0.980. (10) The reactants are [C:1]([CH:3]1[CH2:7][CH2:6][CH2:5][CH2:4]1)#[CH:2].C(N(CC)CC)C.Cl[C:16]1[C:37]([O:38][CH2:39][CH2:40][O:41][CH2:42][CH2:43][O:44][CH3:45])=[CH:36][C:19]([C:20]([NH:22][S:23]([C:26]2[CH:31]=[CH:30][CH:29]=[CH:28][C:27]=2[S:32](=[O:35])(=[O:34])[NH2:33])(=[O:25])=[O:24])=[O:21])=[CH:18][N:17]=1. The catalyst is CN(C)C=O.[Cu]I. The product is [CH:3]1([C:1]#[C:2][C:16]2[C:37]([O:38][CH2:39][CH2:40][O:41][CH2:42][CH2:43][O:44][CH3:45])=[CH:36][C:19]([C:20]([NH:22][S:23]([C:26]3[CH:31]=[CH:30][CH:29]=[CH:28][C:27]=3[S:32](=[O:35])(=[O:34])[NH2:33])(=[O:24])=[O:25])=[O:21])=[CH:18][N:17]=2)[CH2:7][CH2:6][CH2:5][CH2:4]1. The yield is 0.300.